Predict the reaction yield, written as a fraction of the theoretical maximum amount of product (1.0 means a 100% yield; for example, 0.34 means a 34% yield). From a dataset of Reaction yield outcomes from USPTO patents with 853,638 reactions. The product is [CH3:1][O:2][C:3](=[O:17])[CH2:4][CH:5]([NH:9][C:10]([O:12][C:13]([CH3:15])([CH3:14])[CH3:16])=[O:11])[CH2:6][OH:7]. The reactants are [CH3:1][O:2][C:3](=[O:17])[CH2:4][CH:5]([NH:9][C:10]([O:12][C:13]([CH3:16])([CH3:15])[CH3:14])=[O:11])[C:6](O)=[O:7].CCN(CC)CC.ClC(OCC)=O.[BH4-].[Na+].OS([O-])(=O)=O.[Na+]. The yield is 0.350. The catalyst is C1COCC1.CO.